From a dataset of Reaction yield outcomes from USPTO patents with 853,638 reactions. Predict the reaction yield, written as a fraction of the theoretical maximum amount of product (1.0 means a 100% yield; for example, 0.34 means a 34% yield). (1) The reactants are [Cl:1][C:2]1[N:7]=[CH:6][N:5]=[C:4]([NH2:8])[CH:3]=1.[CH:9]1([O:14][C:15]2[CH:16]=[C:17]([CH:20]=[CH:21][C:22]=2[O:23][CH3:24])[CH:18]=O)[CH2:13][CH2:12][CH2:11][CH2:10]1.CC(O)=O. The catalyst is ClCCCl. The product is [Cl:1][C:2]1[N:7]=[CH:6][N:5]=[C:4]([NH:8][CH2:18][C:17]2[CH:20]=[CH:21][C:22]([O:23][CH3:24])=[C:15]([O:14][CH:9]3[CH2:13][CH2:12][CH2:11][CH2:10]3)[CH:16]=2)[CH:3]=1. The yield is 0.120. (2) The reactants are [F:1][C:2]1[CH:7]=[CH:6][CH:5]=[C:4]([F:8])[C:3]=1[C:9]([NH:11][C:12]1[CH:13]=[C:14]([CH:20]=[CH:21][CH:22]=1)[C:15]([O:17]CC)=O)=[O:10].[Cl:23][C:24]1[N:29]=[C:28]([CH3:30])[CH:27]=[CH:26][N:25]=1.[Li+].C[Si]([N-][Si](C)(C)C)(C)C. The catalyst is C1COCC1. The product is [Cl:23][C:24]1[N:29]=[C:28]([CH2:30][C:15]([C:14]2[CH:13]=[C:12]([NH:11][C:9](=[O:10])[C:3]3[C:4]([F:8])=[CH:5][CH:6]=[CH:7][C:2]=3[F:1])[CH:22]=[CH:21][CH:20]=2)=[O:17])[CH:27]=[CH:26][N:25]=1. The yield is 0.400. (3) The reactants are C(O[C:6](=[O:22])[NH:7][CH:8]1[CH2:11][N:10]([C:12]2[C:21]3[C:16](=[CH:17][CH:18]=[CH:19][CH:20]=3)[N:15]=[CH:14][N:13]=2)[CH2:9]1)(C)(C)C.C1C=CC2N(O)N=NC=2C=1.CCN=C=NCCCN(C)C.C(OC([NH:51][C@@H:52]([CH2:56][C:57]1[CH:62]=[CH:61][C:60]([Cl:63])=[CH:59][CH:58]=1)C(O)=O)=O)(C)(C)C.C(O)(C(F)(F)F)=O. The catalyst is Cl.CN(C=O)C.C(Cl)Cl. The product is [NH2:51][C@H:52]([CH2:56][C:57]1[CH:62]=[CH:61][C:60]([Cl:63])=[CH:59][CH:58]=1)[C:6]([NH:7][CH:8]1[CH2:9][N:10]([C:12]2[C:21]3[C:16](=[CH:17][CH:18]=[CH:19][CH:20]=3)[N:15]=[CH:14][N:13]=2)[CH2:11]1)=[O:22]. The yield is 0.300. (4) The reactants are [Br:1][C:2]1[CH:7]=[C:6]([F:8])[CH:5]=[CH:4][C:3]=1[CH:9]1[C:14]([C:15]([O:17][CH2:18][CH3:19])=[O:16])=[C:13]([CH2:20]Br)[NH:12][C:11]([C:22]2[N:26]=[CH:25][NH:24][N:23]=2)=[N:10]1.Cl.[NH:28]1[CH2:32][CH2:31][CH2:30][C@H:29]1[CH2:33][OH:34]. No catalyst specified. The product is [Br:1][C:2]1[CH:7]=[C:6]([F:8])[CH:5]=[CH:4][C:3]=1[CH:9]1[C:14]([C:15]([O:17][CH2:18][CH3:19])=[O:16])=[C:13]([CH2:20][N:28]2[CH2:32][CH2:31][CH2:30][C@H:29]2[CH2:33][OH:34])[NH:12][C:11]([C:22]2[N:26]=[CH:25][NH:24][N:23]=2)=[N:10]1. The yield is 0.320. (5) The reactants are Cl.[CH:2]1([C:5]2[N:6]=[CH:7][C:8]([O:11][C@@H:12]3[CH2:22][N:15]4[C:16](=[O:21])[CH2:17][CH2:18][NH:19][CH2:20][C@H:14]4[CH2:13]3)=[N:9][CH:10]=2)[CH2:4][CH2:3]1.C(N(CC)CC)C.[F:30][C:31]([F:42])([F:41])[C:32]1[CH:33]=[C:34]([CH:38]=[CH:39][CH:40]=1)[C:35](Cl)=[O:36]. The catalyst is ClCCl.CN(C)C1C=CN=CC=1. The product is [CH:2]1([C:5]2[N:6]=[CH:7][C:8]([O:11][C@@H:12]3[CH2:22][N:15]4[C:16](=[O:21])[CH2:17][CH2:18][N:19]([C:35](=[O:36])[C:34]5[CH:38]=[CH:39][CH:40]=[C:32]([C:31]([F:30])([F:41])[F:42])[CH:33]=5)[CH2:20][C@H:14]4[CH2:13]3)=[N:9][CH:10]=2)[CH2:4][CH2:3]1. The yield is 0.540. (6) The reactants are [N:1]1([C:7]2[CH:14]=[CH:13]C(C#N)=[CH:9][CH:8]=2)[CH2:6][CH2:5][CH2:4][CH2:3][CH2:2]1.[OH-].[Na+].[C:17]([OH:20])(=[O:19])[CH3:18]. The catalyst is Cl. The product is [N:1]1([C:7]2[CH:14]=[CH:13][C:18]([C:17]([OH:20])=[O:19])=[CH:9][CH:8]=2)[CH2:6][CH2:5][CH2:4][CH2:3][CH2:2]1. The yield is 0.880. (7) The reactants are [CH3:1][O-:2].[Na+].Cl[C:5]1[N:10]=[N:9][C:8]([N:11]2[C:15]([C:16]3[CH:21]=[C:20]([CH3:22])[CH:19]=[CH:18][N:17]=3)=[CH:14][C:13]([C:23]([O:25]CC)=[O:24])=[N:12]2)=[CH:7][CH:6]=1.Cl.C(Cl)(Cl)Cl. The catalyst is CO. The product is [CH3:1][O:2][C:5]1[N:10]=[N:9][C:8]([N:11]2[C:15]([C:16]3[CH:21]=[C:20]([CH3:22])[CH:19]=[CH:18][N:17]=3)=[CH:14][C:13]([C:23]([OH:25])=[O:24])=[N:12]2)=[CH:7][CH:6]=1. The yield is 0.520. (8) The reactants are [OH:1][C:2]([CH3:7])([CH3:6])[C:3]([OH:5])=[O:4].O1[B:13]([C@@H:14]([NH:19][C:20](=[O:33])[CH2:21][NH:22][C:23](=[O:32])[C:24]2[CH:29]=[C:28]([Cl:30])[CH:27]=[CH:26][C:25]=2[Cl:31])[CH2:15][CH:16]([CH3:18])[CH3:17])O[B:13]([C@@H:14]([NH:19][C:20](=[O:33])[CH2:21][NH:22][C:23](=[O:32])[C:24]2[CH:29]=[C:28]([Cl:30])[CH:27]=[CH:26][C:25]=2[Cl:31])[CH2:15][CH:16]([CH3:18])[CH3:17])O[B:13]1[C@@H:14]([NH:19][C:20](=[O:33])[CH2:21][NH:22][C:23](=[O:32])[C:24]1[CH:29]=[C:28]([Cl:30])[CH:27]=[CH:26][C:25]=1[Cl:31])[CH2:15][CH:16]([CH3:18])[CH3:17]. The catalyst is CCOC(C)=O. The product is [Cl:31][C:25]1[CH:26]=[CH:27][C:28]([Cl:30])=[CH:29][C:24]=1[C:23]([NH:22][CH2:21][C:20]([NH:19][C@H:14]([B:13]1[O:1][C:2]([CH3:7])([CH3:6])[C:3](=[O:5])[O:4]1)[CH2:15][CH:16]([CH3:18])[CH3:17])=[O:33])=[O:32]. The yield is 0.960. (9) The reactants are Br[CH2:2][CH:3]=[C:4]([CH3:6])[CH3:5].C(=O)([O-])[O-].[K+].[K+].[CH3:13][C:14]1[CH:19]=[CH:18][C:17]([CH3:20])=[CH:16][C:15]=1[SH:21]. The catalyst is CC(C)=O. The product is [CH3:5][C:4](=[CH:3][CH2:2][S:21][C:15]1[CH:16]=[C:17]([CH3:20])[CH:18]=[CH:19][C:14]=1[CH3:13])[CH3:6]. The yield is 1.00. (10) The reactants are Cl[C:2]1[N:7]=[C:6]([NH:8][C:9]2[NH:10][N:11]=[C:12]([CH:14]3[CH2:16][CH2:15]3)[CH:13]=2)[N:5]=[C:4]([NH:17][C:18]2[CH:26]=[C:25]3[C:21]([C:22](=[O:27])[NH:23][NH:24]3)=[CH:20][CH:19]=2)[N:3]=1.[CH3:28][NH:29][CH3:30]. The catalyst is C1COCC1. The product is [CH:14]1([C:12]2[CH:13]=[C:9]([NH:8][C:6]3[N:7]=[C:2]([N:29]([CH3:30])[CH3:28])[N:3]=[C:4]([NH:17][C:18]4[CH:26]=[C:25]5[C:21]([C:22](=[O:27])[NH:23][NH:24]5)=[CH:20][CH:19]=4)[N:5]=3)[NH:10][N:11]=2)[CH2:16][CH2:15]1. The yield is 0.620.